From a dataset of Full USPTO retrosynthesis dataset with 1.9M reactions from patents (1976-2016). Predict the reactants needed to synthesize the given product. (1) Given the product [CH3:20][NH:16][C:15]1[C:10]([NH:9][C:5]2[CH:4]=[C:3]([CH3:17])[CH:8]=[CH:7][CH:6]=2)=[N:11][CH:12]=[CH:13][CH:14]=1, predict the reactants needed to synthesize it. The reactants are: CO.[C:3]1([CH3:17])[CH:8]=[CH:7][CH:6]=[C:5]([NH:9][C:10]2[C:15]([NH2:16])=[CH:14][CH:13]=[CH:12][N:11]=2)[CH:4]=1.C=O.[CH:20]([O-])=O.[NH4+]. (2) Given the product [N:42]1([CH2:2][CH2:3][C:4]#[C:5][C:6]2[S:14][C:13]3[C:12]([NH:15][CH2:16][CH2:17][C:18]4[CH:23]=[CH:22][C:21]([NH:24][C:25](=[O:36])[C:26]5[CH:31]=[CH:30][CH:29]=[C:28]([C:32]([F:35])([F:33])[F:34])[CH:27]=5)=[CH:20][CH:19]=4)=[N:11][CH:10]=[N:9][C:8]=3[CH:7]=2)[CH2:46][CH2:45][CH2:44][CH2:43]1, predict the reactants needed to synthesize it. The reactants are: O[CH2:2][CH2:3][C:4]#[C:5][C:6]1[S:14][C:13]2[C:12]([NH:15][CH2:16][CH2:17][C:18]3[CH:23]=[CH:22][C:21]([NH:24][C:25](=[O:36])[C:26]4[CH:31]=[CH:30][CH:29]=[C:28]([C:32]([F:35])([F:34])[F:33])[CH:27]=4)=[CH:20][CH:19]=3)=[N:11][CH:10]=[N:9][C:8]=2[CH:7]=1.CS(Cl)(=O)=O.[NH:42]1[CH2:46][CH2:45][CH2:44][CH2:43]1. (3) Given the product [F:14][CH:13]([F:15])[O:12][C:11]1[CH:4]=[CH:5][C:6]([CH:7]=[O:8])=[CH:9][CH:10]=1, predict the reactants needed to synthesize it. The reactants are: [F-].[K+].O[C:4]1[CH:5]=[C:6]([CH:9]=[CH:10][C:11]=1[O:12][CH:13]([F:15])[F:14])[CH:7]=[O:8].FC1C=CC=CC=1[N+]([O-])=O.O. (4) Given the product [Br:1][C:2]1[C:10]2[C:5](=[N:6][CH:7]=[CH:8][C:9]=2[O:11][C:12]2[CH:13]=[CH:14][C:15]([C:18]3[N:22]([CH2:43][C:44]4[CH:49]=[CH:48][C:47]([O:50][CH3:51])=[CH:46][CH:45]=4)[C:21]4[CH:23]=[CH:24][CH:25]=[CH:26][C:20]=4[N:19]=3)=[CH:16][CH:17]=2)[N:4]([CH2:27][C:28]2[CH:29]=[CH:30][C:31]([O:34][CH3:35])=[CH:32][CH:33]=2)[N:3]=1, predict the reactants needed to synthesize it. The reactants are: [Br:1][C:2]1[C:10]2[C:5](=[N:6][CH:7]=[CH:8][C:9]=2[O:11][C:12]2[CH:17]=[CH:16][C:15]([C:18]3[NH:22][C:21]4[CH:23]=[CH:24][CH:25]=[CH:26][C:20]=4[N:19]=3)=[CH:14][CH:13]=2)[N:4]([CH2:27][C:28]2[CH:33]=[CH:32][C:31]([O:34][CH3:35])=[CH:30][CH:29]=2)[N:3]=1.C([O-])([O-])=O.[K+].[K+].Cl[CH2:43][C:44]1[CH:49]=[CH:48][C:47]([O:50][CH3:51])=[CH:46][CH:45]=1.O. (5) Given the product [F:1][C:2]1[CH:3]=[C:4]([C:23]#[N:24])[C:5]([C:8]2[CH:13]=[C:12]([C:14]3[N:15]=[C:16]([C:29]4[CH:28]=[CH:27][C:26]([F:25])=[CH:31][C:30]=4[F:32])[N:17]=[N:18][CH:19]=3)[CH:11]=[CH:10][C:9]=2[F:22])=[CH:6][CH:7]=1, predict the reactants needed to synthesize it. The reactants are: [F:1][C:2]1[CH:3]=[C:4]([C:23]#[N:24])[C:5]([C:8]2[CH:13]=[C:12]([C:14]3[N:15]=[C:16](SC)[N:17]=[N:18][CH:19]=3)[CH:11]=[CH:10][C:9]=2[F:22])=[CH:6][CH:7]=1.[F:25][C:26]1[CH:31]=[C:30]([F:32])[CH:29]=[CH:28][C:27]=1B(O)O. (6) Given the product [CH2:48]([O:47][C:45]([NH:55][C@H:56]([C:60]([O:25][CH2:24][C:13]1[N:14]([CH2:15][CH2:16][CH2:17][CH2:18][NH:19][S:20]([CH3:23])(=[O:22])=[O:21])[C:10]2[C:9]3[CH:8]=[CH:7][CH:6]=[CH:5][C:4]=3[N:3]=[C:2]([NH2:1])[C:11]=2[N:12]=1)=[O:61])[CH:57]([CH3:59])[CH3:58])=[O:46])[C:49]1[CH:54]=[CH:53][CH:52]=[CH:51][CH:50]=1, predict the reactants needed to synthesize it. The reactants are: [NH2:1][C:2]1[C:11]2[N:12]=[C:13]([CH2:24][OH:25])[N:14]([CH2:15][CH2:16][CH2:17][CH2:18][NH:19][S:20]([CH3:23])(=[O:22])=[O:21])[C:10]=2[C:9]2[CH:8]=[CH:7][CH:6]=[CH:5][C:4]=2[N:3]=1.C1(P(C2C=CC=CC=2)C2C=CC=CC=2)C=CC=CC=1.[C:45]([NH:55][C@H:56]([C:60](O)=[O:61])[CH:57]([CH3:59])[CH3:58])([O:47][CH2:48][C:49]1[CH:54]=[CH:53][CH:52]=[CH:51][CH:50]=1)=[O:46].N(C(OC(C)C)=O)=NC(OC(C)C)=O. (7) Given the product [CH3:13][O:8][C:7](=[O:9])[C:6]1[CH:10]=[CH:11][C:3]([C:1]#[N:2])=[C:4]([F:12])[CH:5]=1, predict the reactants needed to synthesize it. The reactants are: [C:1]([C:3]1[CH:11]=[CH:10][C:6]([C:7]([OH:9])=[O:8])=[CH:5][C:4]=1[F:12])#[N:2].[CH3:13]O. (8) Given the product [CH2:36]([NH:37][C:8]([C:6]1[C:5]([NH:11][S:12]([C:15]2[CH:20]=[CH:19][C:18]([O:21][CH2:22][C:23]3[N:24]=[C:25]([C:29]4[CH:34]=[CH:33][CH:32]=[CH:31][CH:30]=4)[O:26][C:27]=3[CH3:28])=[CH:17][CH:16]=2)(=[O:13])=[O:14])=[N:4][N:3]([CH2:1][CH3:2])[CH:7]=1)=[O:9])[CH3:35], predict the reactants needed to synthesize it. The reactants are: [CH2:1]([N:3]1[CH:7]=[C:6]([C:8](O)=[O:9])[C:5]([NH:11][S:12]([C:15]2[CH:20]=[CH:19][C:18]([O:21][CH2:22][C:23]3[N:24]=[C:25]([C:29]4[CH:34]=[CH:33][CH:32]=[CH:31][CH:30]=4)[O:26][C:27]=3[CH3:28])=[CH:17][CH:16]=2)(=[O:14])=[O:13])=[N:4]1)[CH3:2].[CH3:35][CH2:36][N:37]=C=NCCCN(C)C.Cl.ON1C2C=CC=CC=2N=N1.Cl.C(N)C.